This data is from Catalyst prediction with 721,799 reactions and 888 catalyst types from USPTO. The task is: Predict which catalyst facilitates the given reaction. Reactant: COC1C=CC(C[N:8]2[C:13](=[O:14])[CH2:12][CH:11]([C:15]3[CH:20]=[CH:19][C:18]([N+:21]([O-:23])=[O:22])=[CH:17][CH:16]=3)[CH2:10][C:9]2=[O:24])=CC=1. Product: [N+:21]([C:18]1[CH:17]=[CH:16][C:15]([CH:11]2[CH2:10][C:9](=[O:24])[NH:8][C:13](=[O:14])[CH2:12]2)=[CH:20][CH:19]=1)([O-:23])=[O:22]. The catalyst class is: 144.